Dataset: Full USPTO retrosynthesis dataset with 1.9M reactions from patents (1976-2016). Task: Predict the reactants needed to synthesize the given product. (1) Given the product [OH:22][C:23]1[CH:24]=[C:25]([CH:35]=[C:36]([O:38][C@@H:39]([CH3:49])[CH2:40][OH:41])[CH:37]=1)[C:26]([NH:28][C:29]1[S:30][C:31]([CH3:34])=[CH:32][N:33]=1)=[O:27], predict the reactants needed to synthesize it. The reactants are: C(N(CC)CC)C.C([SiH](CC)CC)C.C([O:22][C:23]1[CH:24]=[C:25]([CH:35]=[C:36]([O:38][C@@H:39]([CH3:49])[CH2:40][O:41][Si](C(C)(C)C)(C)C)[CH:37]=1)[C:26]([NH:28][C:29]1[S:30][C:31]([CH3:34])=[CH:32][N:33]=1)=[O:27])C1C=CC=CC=1. (2) Given the product [C:1]1([C@@H:7]2[CH2:9][C@H:8]2[NH:10][CH2:11][CH2:12][CH:13]2[CH2:18][CH2:17][NH:16][CH2:15][CH2:14]2)[CH:2]=[CH:3][CH:4]=[CH:5][CH:6]=1, predict the reactants needed to synthesize it. The reactants are: [C:1]1([C@@H:7]2[CH2:9][C@H:8]2[NH:10][CH2:11][CH2:12][CH:13]2[CH2:18][CH2:17][N:16](C(OC(C)(C)C)=O)[CH2:15][CH2:14]2)[CH:6]=[CH:5][CH:4]=[CH:3][CH:2]=1.Cl.O1CCOCC1. (3) Given the product [NH2:1][C:2]1[CH:3]=[C:4]([N:19]2[CH2:20][CH2:21][O:17][C:18]2=[O:22])[CH:5]=[CH:6][CH:7]=1, predict the reactants needed to synthesize it. The reactants are: [NH2:1][CH:2]1[CH2:7][CH2:6][CH2:5][CH2:4][CH:3]1N.IC1C=C(C=CC=1)N.[O:17]1[CH2:21][CH2:20][NH:19][C:18]1=[O:22].C(=O)([O-])[O-].[K+].[K+]. (4) Given the product [CH3:22][O:21][C:18]1[N:17]=[C:16]([C:23]2[CH:31]=[CH:30][C:26]([N:27]([CH3:28])[CH3:29])=[CH:25][CH:24]=2)[C:15]([N:11]2[CH2:12][CH2:13][N:8]([C:5]3[CH:4]=[CH:3][C:2]([CH3:1])=[CH:7][CH:6]=3)[CH2:9][CH2:10]2)=[CH:20][CH:19]=1, predict the reactants needed to synthesize it. The reactants are: [CH3:1][C:2]1[CH:7]=[CH:6][C:5]([N:8]2[CH2:13][CH2:12][NH:11][CH2:10][CH2:9]2)=[CH:4][CH:3]=1.Br[C:15]1[C:16]([C:23]2[CH:31]=[CH:30][C:26]([N:27]([CH3:29])[CH3:28])=[CH:25][CH:24]=2)=[N:17][C:18]([O:21][CH3:22])=[CH:19][CH:20]=1.C1C=CC(P(C2C(C3C(P(C4C=CC=CC=4)C4C=CC=CC=4)=CC=C4C=3C=CC=C4)=C3C(C=CC=C3)=CC=2)C2C=CC=CC=2)=CC=1.CC(C)([O-])C.[Na+]. (5) Given the product [Si:20]([O:27][CH2:28][C:29]1[CH:30]=[C:31]([CH:35]([C:7]2[C:2]([Cl:1])=[N:3][CH:4]=[N:5][CH:6]=2)[OH:36])[S:32][C:33]=1[Cl:34])([C:23]([CH3:26])([CH3:25])[CH3:24])([CH3:22])[CH3:21], predict the reactants needed to synthesize it. The reactants are: [Cl:1][C:2]1[C:7](I)=[CH:6][N:5]=[CH:4][N:3]=1.[Li]CCCC.CCCCCC.[Si:20]([O:27][CH2:28][C:29]1[CH:30]=[C:31]([CH:35]=[O:36])[S:32][C:33]=1[Cl:34])([C:23]([CH3:26])([CH3:25])[CH3:24])([CH3:22])[CH3:21].